This data is from Forward reaction prediction with 1.9M reactions from USPTO patents (1976-2016). The task is: Predict the product of the given reaction. (1) Given the reactants [CH3:1][O:2][C:3]([C:5]1[CH:14]=[CH:13][C:12]2[C:7](=[C:8](OS(C(F)(F)F)(=O)=O)[CH:9]=[CH:10][CH:11]=2)[N:6]=1)=[O:4].[C:23]1(B(O)O)[C:32]2[C:27](=[CH:28][CH:29]=[CH:30][CH:31]=2)[CH:26]=[CH:25][CH:24]=1.[O-]P([O-])([O-])=O.[K+].[K+].[K+].C1(P(C2CCCCC2)C2C=CC=CC=2C2C(C(C)C)=CC(C(C)C)=CC=2C(C)C)CCCCC1, predict the reaction product. The product is: [CH3:1][O:2][C:3]([C:5]1[CH:14]=[CH:13][C:12]2[C:7](=[C:8]([C:31]3[C:32]4[C:27](=[CH:26][CH:25]=[CH:24][CH:23]=4)[CH:28]=[CH:29][CH:30]=3)[CH:9]=[CH:10][CH:11]=2)[N:6]=1)=[O:4]. (2) The product is: [F:1][C:2]1[CH:7]=[C:6]([F:8])[CH:5]=[CH:4][C:3]=1[CH:9]([OH:10])[CH2:11][N:16]1[CH2:15][CH2:14][C:13]([F:12])([S:19]([C:22]2[CH:23]=[CH:24][CH:25]=[CH:26][CH:27]=2)(=[O:21])=[O:20])[CH2:18][CH2:17]1. Given the reactants [F:1][C:2]1[CH:7]=[C:6]([F:8])[CH:5]=[CH:4][C:3]=1[CH:9]1[CH2:11][O:10]1.[F:12][C:13]1([S:19]([C:22]2[CH:27]=[CH:26][CH:25]=[CH:24][CH:23]=2)(=[O:21])=[O:20])[CH2:18][CH2:17][NH:16][CH2:15][CH2:14]1, predict the reaction product. (3) Given the reactants [Br:1][C:2]1[CH:3]=[C:4]2[C:9](=[CH:10][CH:11]=1)[NH:8][C:7](=O)[C@@H:6]([NH:13][C:14](=[O:20])[O:15][C:16]([CH3:19])([CH3:18])[CH3:17])[CH2:5]2.COC1C=C(C=CC=1)OC1C=C2C(=CC=1)NC(=[S:37])[C@H](NC(=O)OC(C)(C)C)C2, predict the reaction product. The product is: [Br:1][C:2]1[CH:3]=[C:4]2[C:9](=[CH:10][CH:11]=1)[NH:8][C:7](=[S:37])[C@@H:6]([NH:13][C:14](=[O:20])[O:15][C:16]([CH3:19])([CH3:18])[CH3:17])[CH2:5]2. (4) Given the reactants [CH:1]1[NH:5][C:4]([C:6]2[NH:10][CH:9]=[CH:8][N:7]=2)=[N:3]C=1.[H-].[Na+].[C:13]1([CH3:24])C(S(OC)(=O)=O)=CC=CC=1.[CH3:25]N(C=O)C, predict the reaction product. The product is: [CH3:25][N:7]1[CH:8]=[CH:9][N:10]=[C:6]1[C:4]1[N:5]([CH3:1])[CH:13]=[CH:24][N:3]=1. (5) Given the reactants FC(F)(F)C([N:5]1[CH2:11][CH:10]([CH3:12])[C:9]2[CH:13]=[C:14]([Br:21])[C:15]([O:17][CH2:18][CH:19]=[CH2:20])=[CH:16][C:8]=2[CH2:7][CH2:6]1)=O.[OH-].[Na+], predict the reaction product. The product is: [CH2:18]([O:17][C:15]1[C:14]([Br:21])=[CH:13][C:9]2[CH:10]([CH3:12])[CH2:11][NH:5][CH2:6][CH2:7][C:8]=2[CH:16]=1)[CH:19]=[CH2:20]. (6) Given the reactants [NH2:1][C:2]1[N:3]=[C:4]([N:19]2[CH2:24][CH2:23][N:22]([C:25](=[O:28])[CH2:26][NH2:27])[CH2:21][CH2:20]2)[C:5]2[N:11]=[C:10]([C:12]3[CH:17]=[CH:16][C:15]([F:18])=[CH:14][CH:13]=3)[CH:9]=[CH:8][C:6]=2[N:7]=1.CCN(C(C)C)C(C)C.[Cl:38][C:39]1[CH:47]=[CH:46][C:42]([C:43](Cl)=[O:44])=[CH:41][CH:40]=1, predict the reaction product. The product is: [NH2:1][C:2]1[N:3]=[C:4]([N:19]2[CH2:20][CH2:21][N:22]([C:25](=[O:28])[CH2:26][NH:27][C:43](=[O:44])[C:42]3[CH:46]=[CH:47][C:39]([Cl:38])=[CH:40][CH:41]=3)[CH2:23][CH2:24]2)[C:5]2[N:11]=[C:10]([C:12]3[CH:17]=[CH:16][C:15]([F:18])=[CH:14][CH:13]=3)[CH:9]=[CH:8][C:6]=2[N:7]=1. (7) Given the reactants Br[C:2]1[CH:7]=[CH:6][C:5]([N:8]([C:16]2[CH:21]=[CH:20][C:19]([CH3:22])=[CH:18][CH:17]=2)[C:9]2[CH:14]=[CH:13][C:12]([CH3:15])=[CH:11][CH:10]=2)=[CH:4][CH:3]=1.C([Li])CCC.C(O[B:32]1[O:36][C:35]([CH3:38])([CH3:37])[C:34]([CH3:40])([CH3:39])[O:33]1)(C)C, predict the reaction product. The product is: [CH3:39][C:34]1([CH3:40])[C:35]([CH3:38])([CH3:37])[O:36][B:32]([C:2]2[CH:7]=[CH:6][C:5]([N:8]([C:16]3[CH:21]=[CH:20][C:19]([CH3:22])=[CH:18][CH:17]=3)[C:9]3[CH:14]=[CH:13][C:12]([CH3:15])=[CH:11][CH:10]=3)=[CH:4][CH:3]=2)[O:33]1.